Dataset: Forward reaction prediction with 1.9M reactions from USPTO patents (1976-2016). Task: Predict the product of the given reaction. (1) Given the reactants [F:1][C:2]1[C:7]([N+:8]([O-:10])=[O:9])=[CH:6][C:5]([OH:11])=[C:4]([CH3:12])[CH:3]=1.[C:13]([O-])([O-])=O.[K+].[K+].CI, predict the reaction product. The product is: [F:1][C:2]1[CH:3]=[C:4]([CH3:12])[C:5]([O:11][CH3:13])=[CH:6][C:7]=1[N+:8]([O-:10])=[O:9]. (2) Given the reactants [CH2:1]([O:4][N:5]([C@H:18]1[CH2:23][N:22](C(OC(C)(C)C)=O)[C@H:21]([CH2:31][O:32][Si:33]([C:36]([CH3:39])([CH3:38])[CH3:37])([CH3:35])[CH3:34])[C:20]([CH3:40])=[CH:19]1)[S:6]([C:9]1[CH:14]=[CH:13][CH:12]=[CH:11][C:10]=1[N+:15]([O-:17])=[O:16])(=[O:8])=[O:7])[CH:2]=[CH2:3], predict the reaction product. The product is: [Si:33]([O:32][CH2:31][C@H:21]1[NH:22][CH2:23][C@H:18]([N:5]([O:4][CH2:1][CH:2]=[CH2:3])[S:6]([C:9]2[CH:14]=[CH:13][CH:12]=[CH:11][C:10]=2[N+:15]([O-:17])=[O:16])(=[O:8])=[O:7])[CH:19]=[C:20]1[CH3:40])([C:36]([CH3:39])([CH3:38])[CH3:37])([CH3:35])[CH3:34]. (3) Given the reactants [F:1][C:2]1[CH:3]=[C:4]([CH2:13][C:14]2[CH:23]=[CH:22][CH:21]=[CH:20][C:15]=2[C:16]([NH:18][CH3:19])=[O:17])[C:5]([CH3:12])=[C:6]2[C:11]=1[O:10][CH2:9][CH2:8][CH2:7]2.[Li]CCCC.[CH3:29][O:30][C:31]1([CH3:42])[C:36]([O:38][CH3:39])([CH3:37])[O:35][C@@H:34](C#N)[CH2:33][O:32]1, predict the reaction product. The product is: [CH3:39][O:38][C:36]1([CH3:37])[C:31]([O:30][CH3:29])([CH3:42])[O:32][C@@H:33]([C:19]2[NH:18][C:16](=[O:17])[C:15]3[C:14]([C:13]=2[C:4]2[C:5]([CH3:12])=[C:6]4[C:11](=[C:2]([F:1])[CH:3]=2)[O:10][CH2:9][CH2:8][CH2:7]4)=[CH:23][CH:22]=[CH:21][CH:20]=3)[CH2:34][O:35]1. (4) Given the reactants Br[C:2]1[CH:3]=[C:4]([NH:10][C:11]2[CH:16]=[CH:15][N:14]=[C:13]([C:17]([OH:20])([CH3:19])[CH3:18])[N:12]=2)[C:5](=[O:9])[N:6]([CH3:8])[CH:7]=1.[C:21]([O:24][CH2:25][C:26]1[C:27]([N:35]2[CH2:46][CH2:45][N:44]3[C:37](=[CH:38][C:39]4[CH2:40][C:41]([CH3:48])([CH3:47])[CH2:42][C:43]=43)[C:36]2=[O:49])=[N:28][CH:29]=[CH:30][C:31]=1B(O)O)(=[O:23])[CH3:22].[O-]P([O-])([O-])=O.[K+].[K+].[K+].O, predict the reaction product. The product is: [C:21]([O:24][CH2:25][C:26]1[C:27]([N:35]2[CH2:46][CH2:45][N:44]3[C:37](=[CH:38][C:39]4[CH2:40][C:41]([CH3:48])([CH3:47])[CH2:42][C:43]=43)[C:36]2=[O:49])=[N:28][CH:29]=[CH:30][C:31]=1[C:2]1[CH:3]=[C:4]([NH:10][C:11]2[CH:16]=[CH:15][N:14]=[C:13]([C:17]([OH:20])([CH3:19])[CH3:18])[N:12]=2)[C:5](=[O:9])[N:6]([CH3:8])[CH:7]=1)(=[O:23])[CH3:22]. (5) Given the reactants [Br:1][CH2:2][CH2:3][CH2:4][CH2:5][OH:6].[Cl:7][C:8]1[C:13]([Cl:14])=[CH:12][CH:11]=[CH:10][C:9]=1O, predict the reaction product. The product is: [Br:1][CH2:2][CH2:3][CH2:4][CH2:5][O:6][C:12]1[CH:11]=[CH:10][CH:9]=[C:8]([Cl:7])[C:13]=1[Cl:14]. (6) The product is: [CH3:1][N:2]([C:13]1[CH:14]=[CH:15][C:16]([CH2:19][CH2:20][CH2:21][CH2:22][CH2:23][CH2:24][CH2:25][CH3:26])=[CH:17][CH:18]=1)[C:3](=[O:12])[NH:4][CH2:5][CH2:6][C:7]([OH:9])=[O:8]. Given the reactants [CH3:1][N:2]([C:13]1[CH:18]=[CH:17][C:16]([CH2:19][CH2:20][CH2:21][CH2:22][CH2:23][CH2:24][CH2:25][CH3:26])=[CH:15][CH:14]=1)[C:3](=[O:12])[NH:4][CH2:5][CH2:6][C:7]([O:9]CC)=[O:8].C(C1C=CC(NC(=O)NCCC(OCC)=O)=CC=1)CCCCCCC, predict the reaction product.